Dataset: Forward reaction prediction with 1.9M reactions from USPTO patents (1976-2016). Task: Predict the product of the given reaction. (1) Given the reactants [Br:1]N1C(=O)CCC1=O.[NH2:9][C:10]1[C:19]([CH3:20])=[CH:18][CH:17]=[CH:16][C:11]=1[C:12]([O:14][CH3:15])=[O:13].ClCCl, predict the reaction product. The product is: [NH2:9][C:10]1[C:19]([CH3:20])=[CH:18][C:17]([Br:1])=[CH:16][C:11]=1[C:12]([O:14][CH3:15])=[O:13]. (2) Given the reactants [C:1]([O:5][C:6](=[O:28])[CH2:7][O:8][CH2:9][CH2:10][C:11]12[CH2:18][CH2:17][C:14]([C:19]3[CH:20]=[C:21](B(O)O)[CH:22]=[CH:23][CH:24]=3)([CH2:15][CH2:16]1)[O:13][CH2:12]2)([CH3:4])([CH3:3])[CH3:2].[CH2:29](Br)[C:30]1[CH:35]=[CH:34][CH:33]=[CH:32][CH:31]=1.C([O-])([O-])=O.[Na+].[Na+].O, predict the reaction product. The product is: [CH2:29]([C:21]1[CH:20]=[C:19]([C:14]23[CH2:17][CH2:18][C:11]([CH2:10][CH2:9][O:8][CH2:7][C:6]([O:5][C:1]([CH3:4])([CH3:3])[CH3:2])=[O:28])([CH2:16][CH2:15]2)[CH2:12][O:13]3)[CH:24]=[CH:23][CH:22]=1)[C:30]1[CH:35]=[CH:34][CH:33]=[CH:32][CH:31]=1.